This data is from Kir2.1 potassium channel HTS with 301,493 compounds. The task is: Binary Classification. Given a drug SMILES string, predict its activity (active/inactive) in a high-throughput screening assay against a specified biological target. The compound is s1c2CC(CCc2nc1/C(=C\c1ccncc1)C#N)C. The result is 0 (inactive).